Dataset: Forward reaction prediction with 1.9M reactions from USPTO patents (1976-2016). Task: Predict the product of the given reaction. (1) Given the reactants Cl[CH2:2][N:3]1[CH:7]=[N:6][C:5]([C:8]([F:11])([F:10])[F:9])=[N:4]1.[F:12][C:13]([F:22])([F:21])[CH2:14][CH2:15][CH:16]([C:19]#[N:20])[C:17]#[N:18].C(=O)([O-])[O-].[K+].[K+].O, predict the reaction product. The product is: [F:9][C:8]([F:11])([F:10])[C:5]1[N:6]=[CH:7][N:3]([CH2:2][C:16]([CH2:15][CH2:14][C:13]([F:12])([F:21])[F:22])([C:17]#[N:18])[C:19]#[N:20])[N:4]=1. (2) Given the reactants [Cl:1][C:2]1[CH:7]=[CH:6][C:5]([N:8]2[CH2:17][C:16]3[C:12]4=[C:13]([C:27](=[O:31])[N:28]([CH3:30])[CH:29]=[C:11]4[C:10]4[CH:32]=[CH:33][CH:34]=[CH:35][C:9]2=4)[NH:14][C:15]=3[C:18]([N:20]2[CH2:25][CH2:24][N:23]([CH3:26])[CH2:22][CH2:21]2)=O)=[CH:4][CH:3]=1, predict the reaction product. The product is: [Cl:1][C:2]1[CH:7]=[CH:6][C:5]([N:8]2[CH2:17][C:16]3[C:12]4=[C:13]([C:27](=[O:31])[N:28]([CH3:30])[CH:29]=[C:11]4[C:10]4[CH:32]=[CH:33][CH:34]=[CH:35][C:9]2=4)[NH:14][C:15]=3[CH2:18][N:20]2[CH2:25][CH2:24][N:23]([CH3:26])[CH2:22][CH2:21]2)=[CH:4][CH:3]=1. (3) Given the reactants [CH3:1][C:2]1[C:7]([CH3:8])=[CH:6][C:5]([CH3:9])=[CH:4][C:3]=1[OH:10].C[O:12][CH:13](Cl)Cl.[Cl-].[NH4+], predict the reaction product. The product is: [OH:10][C:3]1[C:2]([CH3:1])=[C:7]([CH3:8])[CH:6]=[C:5]([CH3:9])[C:4]=1[CH:13]=[O:12]. (4) Given the reactants O[CH:2]=[C:3]1[C:11]2[C:6](=[CH:7][CH:8]=[CH:9][CH:10]=2)[NH:5][C:4]1=[O:12].[NH2:13][C:14]1[CH:19]=[CH:18][C:17]([NH:20][S:21]([CH3:24])(=[O:23])=[O:22])=[CH:16][CH:15]=1, predict the reaction product. The product is: [O:12]=[C:4]1[NH:5][C:6]2[C:11](/[C:3]/1=[CH:2]/[NH:13][C:14]1[CH:19]=[CH:18][C:17]([NH:20][S:21]([CH3:24])(=[O:23])=[O:22])=[CH:16][CH:15]=1)=[CH:10][CH:9]=[CH:8][CH:7]=2. (5) Given the reactants [Br:1][C:2]1[CH:7]=[CH:6][C:5]([N:8]2[CH:12]=[CH:11][C:10]([N+:13]([O-])=O)=[N:9]2)=[CH:4][C:3]=1[O:16][CH3:17].C(O)(=O)C, predict the reaction product. The product is: [Br:1][C:2]1[CH:7]=[CH:6][C:5]([N:8]2[CH:12]=[CH:11][C:10]([NH2:13])=[N:9]2)=[CH:4][C:3]=1[O:16][CH3:17]. (6) Given the reactants [ClH:1].C(OC([N:9]1[CH2:14][CH2:13][CH2:12][CH:11]([NH:15][C:16]2[C:21]([N+:22]([O-:24])=[O:23])=[CH:20][N:19]=[C:18]3[N:25]([S:28]([C:31]4[CH:36]=[CH:35][CH:34]=[CH:33][CH:32]=4)(=[O:30])=[O:29])[CH:26]=[CH:27][C:17]=23)[CH2:10]1)=O)(C)(C)C, predict the reaction product. The product is: [ClH:1].[C:31]1([S:28]([N:25]2[C:18]3=[N:19][CH:20]=[C:21]([N+:22]([O-:24])=[O:23])[C:16]([NH:15][CH:11]4[CH2:12][CH2:13][CH2:14][NH:9][CH2:10]4)=[C:17]3[CH:27]=[CH:26]2)(=[O:29])=[O:30])[CH:36]=[CH:35][CH:34]=[CH:33][CH:32]=1. (7) Given the reactants [Br:1][C:2]1[CH:3]=[C:4]([C@:11]([NH:15][C:16](=[O:19])[CH2:17]Cl)([CH3:14])[CH2:12][OH:13])[CH:5]=[C:6]([N+:8]([O-:10])=[O:9])[CH:7]=1.CC([O-])(C)C.[K+].O, predict the reaction product. The product is: [Br:1][C:2]1[CH:3]=[C:4]([C@@:11]2([CH3:14])[NH:15][C:16](=[O:19])[CH2:17][O:13][CH2:12]2)[CH:5]=[C:6]([N+:8]([O-:10])=[O:9])[CH:7]=1. (8) Given the reactants Br[C:2]1[C:3]([C:12]([F:15])([F:14])[F:13])=[CH:4][C:5]([NH:8][C:9](=[O:11])[CH3:10])=[N:6][CH:7]=1.O1CCCC1.[Cl-].[Li+].C([Mg]Cl)(C)C.[B:28](OC(C)C)([O:33][CH:34]([CH3:36])C)[O:29][CH:30](C)[CH3:31].CC1CCCO1.[NH:47](CCO)CCO, predict the reaction product. The product is: [O:29]1[CH2:30][CH2:31][NH:47][CH2:36][CH2:34][O:33][B:28]1[C:2]1[C:3]([C:12]([F:15])([F:14])[F:13])=[CH:4][C:5]([NH:8][C:9](=[O:11])[CH3:10])=[N:6][CH:7]=1. (9) Given the reactants C(OC([NH:8][NH:9][CH:10]1[CH2:15][CH2:14][CH2:13][N:12]([C:16]([O:18][CH2:19][C:20]2[CH:25]=[CH:24][CH:23]=[CH:22][CH:21]=2)=[O:17])[CH2:11]1)=O)(C)(C)C.[ClH:26], predict the reaction product. The product is: [ClH:26].[CH2:19]([O:18][C:16]([N:12]1[CH2:13][CH2:14][CH2:15][CH:10]([NH:9][NH2:8])[CH2:11]1)=[O:17])[C:20]1[CH:25]=[CH:24][CH:23]=[CH:22][CH:21]=1.